This data is from Reaction yield outcomes from USPTO patents with 853,638 reactions. The task is: Predict the reaction yield, written as a fraction of the theoretical maximum amount of product (1.0 means a 100% yield; for example, 0.34 means a 34% yield). The reactants are [N:1](/[C:4](=[CH:9]\[C:10]1[Se:11][CH:12]=[CH:13][CH:14]=1)/[C:5]([O:7][CH3:8])=[O:6])=[N+]=[N-]. The catalyst is C1(C)C=CC=CC=1. The product is [Se:11]1[C:10]2[CH:9]=[C:4]([C:5]([O:7][CH3:8])=[O:6])[NH:1][C:14]=2[CH:13]=[CH:12]1. The yield is 0.400.